Dataset: Reaction yield outcomes from USPTO patents with 853,638 reactions. Task: Predict the reaction yield, written as a fraction of the theoretical maximum amount of product (1.0 means a 100% yield; for example, 0.34 means a 34% yield). The reactants are Cl.[NH2:2][CH2:3][C:4]#[N:5].[Na].Cl.[NH2:8]O.[H-].[Na+].CO[C:14]([C:16]1[C:24]2[C:19](=[CH:20][CH:21]=[CH:22][CH:23]=2)[N:18]([CH2:25][C:26]2[CH:31]=[CH:30][CH:29]=[CH:28][CH:27]=2)[N:17]=1)=[O:15]. The catalyst is CO. The product is [CH2:25]([N:18]1[C:19]2[C:24](=[CH:23][CH:22]=[CH:21][CH:20]=2)[C:16]([C:14]2[O:15][N:8]=[C:4]([CH2:3][NH2:2])[N:5]=2)=[N:17]1)[C:26]1[CH:31]=[CH:30][CH:29]=[CH:28][CH:27]=1. The yield is 0.920.